This data is from Catalyst prediction with 721,799 reactions and 888 catalyst types from USPTO. The task is: Predict which catalyst facilitates the given reaction. (1) Reactant: [NH:1]1[CH2:6][CH2:5][CH:4]([NH:7][C:8]([C:10]2[C:18]3[C:13](=[CH:14][CH:15]=[CH:16][CH:17]=3)[NH:12][N:11]=2)=[O:9])[CH2:3][CH2:2]1.[C:19](O)([C:21]([F:24])([F:23])[F:22])=[O:20].N1C=CC=CC=1.CS(OS(C)(=O)=O)(=O)=O. Product: [F:22][C:21]([F:24])([F:23])[C:19]([N:1]1[CH2:6][CH2:5][CH:4]([NH:7][C:8]([C:10]2[C:18]3[C:13](=[CH:14][CH:15]=[CH:16][CH:17]=3)[NH:12][N:11]=2)=[O:9])[CH2:3][CH2:2]1)=[O:20]. The catalyst class is: 46. (2) Product: [Br:48][C:49]1[CH:55]=[CH:54][C:52]([NH:53][C:9](=[O:11])[C:8]2[CH:12]=[CH:13][CH:14]=[C:6]([C:3]([C:1]#[N:2])([CH3:4])[CH3:5])[CH:7]=2)=[CH:51][C:50]=1[N+:56]([O-:58])=[O:57]. Reactant: [C:1]([C:3]([C:6]1[CH:7]=[C:8]([CH:12]=[CH:13][CH:14]=1)[C:9]([OH:11])=O)([CH3:5])[CH3:4])#[N:2].CN(C(ON1N=NC2C=CC=NC1=2)=[N+](C)C)C.F[P-](F)(F)(F)(F)F.CCN(C(C)C)C(C)C.[Br:48][C:49]1[CH:55]=[CH:54][C:52]([NH2:53])=[CH:51][C:50]=1[N+:56]([O-:58])=[O:57]. The catalyst class is: 3. (3) Reactant: [CH:1]1[N:2]=[CH:3][N:4]2[CH2:9][CH2:8][CH2:7][CH2:6][C:5]=12.[Li]CCCC.CN([CH:18]=[O:19])C. Product: [CH:1]1[N:2]=[C:3]([CH:18]=[O:19])[N:4]2[CH2:9][CH2:8][CH2:7][CH2:6][C:5]=12. The catalyst class is: 1. (4) Reactant: [NH2:1][C:2]1[CH:7]=[C:6]([Br:8])[C:5]([OH:9])=[C:4]([Br:10])[CH:3]=1.[C:11](=O)([O-])[O-].[K+].[K+].IC. Product: [Br:8][C:6]1[CH:7]=[C:2]([CH:3]=[C:4]([Br:10])[C:5]=1[O:9][CH3:11])[NH2:1]. The catalyst class is: 21. (5) Reactant: [Br:1][C:2]1[CH:3]=[C:4]([F:19])[C:5]([O:11][C:12]2[CH:13]=[N:14][C:15]([Cl:18])=[CH:16][CH:17]=2)=[C:6]([CH:10]=1)[C:7]([OH:9])=O.[CH2:20]([NH:22][CH2:23][CH3:24])[CH3:21]. Product: [Br:1][C:2]1[CH:3]=[C:4]([F:19])[C:5]([O:11][C:12]2[CH:13]=[N:14][C:15]([Cl:18])=[CH:16][CH:17]=2)=[C:6]([CH:10]=1)[C:7]([N:22]([CH2:23][CH3:24])[CH2:20][CH3:21])=[O:9]. The catalyst class is: 2. (6) Reactant: C([N:8]1[C:13](=[O:14])[C:12]([C:15]2[CH:20]=[CH:19][C:18]([Cl:21])=[CH:17][CH:16]=2)=[C:11]([C:22]2[CH:27]=[CH:26][N:25]=[CH:24][CH:23]=2)[C:10]([O:28]CC2C=CC=CC=2)=[N:9]1)C1C=CC=CC=1.C(N1C(=O)C(C2C=CN=CC=2)=C(C2C=CC(Cl)=CC=2)C(OCC2C=CC=CC=2)=N1)C1C=CC=CC=1.[Al+3].[Cl-].[Cl-].[Cl-].O. Product: [Cl:21][C:18]1[CH:17]=[CH:16][C:15]([C:12]2[C:13](=[O:14])[NH:8][NH:9][C:10](=[O:28])[C:11]=2[C:22]2[CH:27]=[CH:26][N:25]=[CH:24][CH:23]=2)=[CH:20][CH:19]=1. The catalyst class is: 11.